Task: Predict the reactants needed to synthesize the given product.. Dataset: Full USPTO retrosynthesis dataset with 1.9M reactions from patents (1976-2016) (1) Given the product [O:18]=[C:4]1[N:5]([C:6]2[CH:7]=[CH:8][C:9]3[C:15](=[O:16])[CH2:14][CH2:13][CH2:12][CH2:11][C:10]=3[CH:17]=2)[CH2:2][C@H:1]([CH2:38][NH:39][C:40](=[O:42])[CH3:41])[O:3]1, predict the reactants needed to synthesize it. The reactants are: [CH2:1]([O:3][C:4](=[O:18])[NH:5][C:6]1[CH:7]=[CH:8][C:9]2[C:15](=[O:16])[CH2:14][CH2:13][CH2:12][CH2:11][C:10]=2[CH:17]=1)[CH3:2].CC(C)([O-])C.[Li+].CCCCCC.C(O[C@@H]([CH2:38][NH:39][C:40](=[O:42])[CH3:41])CCl)(=O)C.[Cl-].[NH4+]. (2) Given the product [CH:1]1([N:4]([CH2:29][C:30]2[CH:35]=[C:34]([CH2:36][CH2:37][CH2:38][O:39][CH3:40])[CH:33]=[C:32]([O:41][CH2:42][CH2:43][O:44][CH3:45])[CH:31]=2)[C:5]([C@@H:7]2[C@:12]([C:14]3[CH:19]=[CH:18][C:17]([F:20])=[C:16]([F:21])[CH:15]=3)([O:13][CH2:53][C:52]3[CH:55]=[CH:56][C:49]([F:48])=[CH:50][CH:51]=3)[CH2:11][CH2:10][N:9]([C:22]([O:24][C:25]([CH3:28])([CH3:27])[CH3:26])=[O:23])[CH2:8]2)=[O:6])[CH2:3][CH2:2]1, predict the reactants needed to synthesize it. The reactants are: [CH:1]1([N:4]([CH2:29][C:30]2[CH:35]=[C:34]([CH2:36][CH2:37][CH2:38][O:39][CH3:40])[CH:33]=[C:32]([O:41][CH2:42][CH2:43][O:44][CH3:45])[CH:31]=2)[C:5]([C@@H:7]2[C@:12]([C:14]3[CH:19]=[CH:18][C:17]([F:20])=[C:16]([F:21])[CH:15]=3)([OH:13])[CH2:11][CH2:10][N:9]([C:22]([O:24][C:25]([CH3:28])([CH3:27])[CH3:26])=[O:23])[CH2:8]2)=[O:6])[CH2:3][CH2:2]1.[H-].[Na+].[F:48][C:49]1[CH:56]=[CH:55][C:52]([CH2:53]Br)=[CH:51][CH:50]=1.